Predict the reactants needed to synthesize the given product. From a dataset of Full USPTO retrosynthesis dataset with 1.9M reactions from patents (1976-2016). (1) Given the product [CH3:18][C:11]1[S:9][C:7]([N:1]2[CH2:6][CH2:5][O:4][CH2:3][CH2:2]2)=[N:8][C:12]=1[C:13]([O:15][CH3:16])=[O:14], predict the reactants needed to synthesize it. The reactants are: [N:1]1([C:7](=[S:9])[NH2:8])[CH2:6][CH2:5][O:4][CH2:3][CH2:2]1.Br[CH:11]([CH3:18])[C:12](=O)[C:13]([O:15][CH3:16])=[O:14]. (2) The reactants are: C(O)(C(F)(F)F)=O.[C:8]([C:10]1[C:11]([N:28]2[CH2:33][CH2:32][N:31](C(OC(C)(C)C)=O)[CH2:30][CH2:29]2)=[C:12]2[CH:18]=[N:17][N:16](CC3C=CC(OC)=CC=3)[C:13]2=[N:14][CH:15]=1)#[N:9].C(Cl)[Cl:42]. Given the product [ClH:42].[ClH:42].[N:28]1([C:11]2[C:10]([C:8]#[N:9])=[CH:15][N:14]=[C:13]3[NH:16][N:17]=[CH:18][C:12]=23)[CH2:33][CH2:32][NH:31][CH2:30][CH2:29]1, predict the reactants needed to synthesize it. (3) Given the product [CH2:31]([N:19]1[CH2:20][CH2:21][C:15]2[S:14][C:13]([C:10]3[CH:11]=[CH:12][C:7]([N:4]4[CH2:5][CH2:6][N:2]([CH3:1])[C:3]4=[O:23])=[CH:8][CH:9]=3)=[N:22][C:16]=2[CH2:17][CH2:18]1)[CH3:32], predict the reactants needed to synthesize it. The reactants are: [CH3:1][N:2]1[CH2:6][CH2:5][N:4]([C:7]2[CH:12]=[CH:11][C:10]([C:13]3[S:14][C:15]4[CH2:21][CH2:20][NH:19][CH2:18][CH2:17][C:16]=4[N:22]=3)=[CH:9][CH:8]=2)[C:3]1=[O:23].C(=O)([O-])[O-].[K+].[K+].I[CH2:31][CH3:32]. (4) The reactants are: [C:1]([NH:4][C:5]1[S:6][C:7]([CH2:26][C:27]2[CH:35]=[CH:34][C:30]([C:31]([OH:33])=O)=[CH:29][CH:28]=2)=[C:8]([CH2:10][CH2:11][C:12]2[CH:17]=[CH:16][C:15]([NH:18][C:19]([O:21][C:22]([CH3:25])([CH3:24])[CH3:23])=[O:20])=[CH:14][CH:13]=2)[N:9]=1)(=[O:3])[CH3:2].Cl.CN.ON1C2C=CC=CC=2N=N1.[CH2:49]([N:51]=[C:52]=NCCCN(C)C)C. Given the product [C:22]([O:21][C:19](=[O:20])[NH:18][C:15]1[CH:16]=[CH:17][C:12]([CH2:11][CH2:10][C:8]2[N:9]=[C:5]([NH:4][C:1](=[O:3])[CH3:2])[S:6][C:7]=2[CH2:26][C:27]2[CH:35]=[CH:34][C:30]([C:31]([N:51]([CH3:52])[CH3:49])=[O:33])=[CH:29][CH:28]=2)=[CH:13][CH:14]=1)([CH3:23])([CH3:24])[CH3:25], predict the reactants needed to synthesize it. (5) Given the product [Cl:13][C:14]1[CH:19]=[CH:18][C:17]([C:20]2[C:3](/[CH:4]=[CH:5]/[C:6]3[CH:11]=[CH:10][CH:9]=[CH:8][CH:7]=3)=[N:2][O:1][CH:21]=2)=[CH:16][CH:15]=1, predict the reactants needed to synthesize it. The reactants are: [OH:1][N:2]=[C:3](Cl)/[CH:4]=[CH:5]\[C:6]1[CH:11]=[CH:10][CH:9]=[CH:8][CH:7]=1.[Cl:13][C:14]1[CH:19]=[CH:18][C:17]([C:20]#[CH:21])=[CH:16][CH:15]=1.C(N(CC)CC)C. (6) Given the product [CH3:20][N:21]([CH3:22])[C:16]([C:4]1[N:3]=[C:2]([CH3:1])[N:6]([C:7]2[CH:8]=[CH:9][C:10]([N+:13]([O-:15])=[O:14])=[CH:11][CH:12]=2)[N:5]=1)=[O:18], predict the reactants needed to synthesize it. The reactants are: [CH3:1][C:2]1[N:6]([C:7]2[CH:12]=[CH:11][C:10]([N+:13]([O-:15])=[O:14])=[CH:9][CH:8]=2)[N:5]=[C:4]([C:16]([OH:18])=O)[N:3]=1.C[CH2:20][N:21](C(C)C)[CH:22](C)C.C(OC(Cl)=O)C(C)C.CNC. (7) Given the product [NH:16]1[CH:2]=[C:1]([C:3]2[CH:8]=[CH:7][N:6]3[CH:9]=[CH:10][N:11]=[C:5]3[CH:4]=2)[N:18]=[N:17]1, predict the reactants needed to synthesize it. The reactants are: [C:1]([C:3]1[CH:8]=[CH:7][N:6]2[CH:9]=[CH:10][N:11]=[C:5]2[CH:4]=1)#[CH:2].C[Si]([N:16]=[N+:17]=[N-:18])(C)C.CN(C=O)C. (8) Given the product [Cl:2][C:3]1[C:8]([C:9]2[S:10][CH:11]=[CH:12][C:13]=2[CH3:14])=[C:7]([NH:15][CH:16]([CH3:20])[CH:17]([CH3:19])[CH3:18])[N:6]2[N:21]=[CH:22][C:23]([C:24]([NH2:1])=[O:25])=[C:5]2[N:4]=1, predict the reactants needed to synthesize it. The reactants are: [NH3:1].[Cl:2][C:3]1[C:8]([C:9]2[S:10][CH:11]=[CH:12][C:13]=2[CH3:14])=[C:7]([NH:15][CH:16]([CH3:20])[CH:17]([CH3:19])[CH3:18])[N:6]2[N:21]=[CH:22][C:23]([C:24](Cl)=[O:25])=[C:5]2[N:4]=1.C(OCC)(=O)C.